This data is from Experimentally validated miRNA-target interactions with 360,000+ pairs, plus equal number of negative samples. The task is: Binary Classification. Given a miRNA mature sequence and a target amino acid sequence, predict their likelihood of interaction. (1) The miRNA is mmu-miR-669f-5p with sequence AGUUGUGUGUGCAUGUGCAUGUGU. The protein sequence of the target gene is MEGNGSVDMFSEVLENQFLQAAKLVENHLDSEIQKLDQIGEDELELLKEKRLAALRKAQQQKQEWLSKGHGEYREIGSERDFFQEVKESEKVVCHFYRDTTFRCKILDRHLAILAKKHLETKFLKLNVEKAPFLCERLRIKVIPTLALLRDGKTQDYVVGFTDLGNTDDFTTETLEWRLGCSDVINYSGNLMEPPFQSQKKFGTNFTKLEKKTIRGKKYDSDSDDD. Result: 0 (no interaction). (2) The miRNA is hsa-miR-4786-5p with sequence UGAGACCAGGACUGGAUGCACC. The protein sequence of the target gene is MEKRAAAGLEGAPGARAQLAVVCLVNIFLTGRLSSAVPALAACSGKLEQHTERRGVIYSPAWPLNYPPGTNCSWYIQGDRGDMITISFRNFDVEESHQCSLDWLLLGPAAPPRQEAFRLCGSAIPPAFISARDHVWIFFHSDASSSGQAQGFRLSYIRGKLGQASCQADEFRCDNGKCLPGPWQCNTVDECGDGSDEGNCSAPASEPPGSLCPGGTFPCSGARSTRCLPVERRCDGLQDCGDGSDEAGCPDLACGRRLGSFYGSFASPDLFGAARGPSDLHCTWLVDTQDSRRVLLQLEL.... Result: 1 (interaction). (3) The miRNA is hsa-miR-5001-5p with sequence AGGGCUGGACUCAGCGGCGGAGCU. The protein sequence of the target gene is MPDSNFAERSEEQVSGAKVIAQALKTQDVEYIFGIVGIPVTEIAIAAQQLGIKYIGMRNEQAACYAASAIGYLTSRPGVCLVVSGPGLIHALGGMANANMNCWPLLVIGGSSERNQETMGAFQEFPQVEACRLYTKFSARPSSIEAIPFVIEKAVRSSIYGRPGACYVDIPADFVNLQVNVNSIKYMERCMSPPISMAETSAVCTAASVIRNAKQPLLIIGKGAAYAHAEESIKKLVEQYKLPFLPTPMGKGVVPDNHPYCVGAARSRALQFADVIVLFGARLNWILHFGLPPRYQPDVK.... Result: 0 (no interaction). (4) The miRNA is mmu-miR-224-5p with sequence UAAGUCACUAGUGGUUCCGUU. The protein sequence of the target gene is MAGCCCLSAEEKESQRISAEIERQLRRDKKDARRELKLLLLGTGESGKSTFIKQMRIIHGSGYSDEDRKGFTKLVYQNIFTAMQAMIRAMDTLRIQYMCEQNKENAQIIREVEVDKVTALSRDQVAAIKQLWLDPGIQECYDRRREYQLSDSAKYYLTDIERIAMPSFVPTQQDVLRVRVPTTGIIEYPFDLENIIFRMVDVGGQRSERRKWIHCFESVTSIIFLVALSEYDQVLAECDNENRMEESKALFRTIITYPWFLNSSVILFLNKKDLLEEKIMYSHLISYFPEYTGPKQDVKA.... Result: 0 (no interaction). (5) The miRNA is hsa-miR-126-3p with sequence UCGUACCGUGAGUAAUAAUGCG. The protein sequence of the target gene is MVPALRYLVGACGRARGLFAGGSPGACGFASGRPRPLCGGSRSASTSSFDIVIVGGGIVGLASARALILRHPSLSIGVLEKEKDLAVHQTGHNSGVIHSGIYYKPESLKAKLCVQGAALLYEYCQQKGISYKQCGKLIVAVEQEEIPRLQALYEKGLQNGVPGLRLIQQEDIKKKEPYCRGLMAIDCPHTGIVDYRQVALSFAQDFQEAGGSVLTNFEVKGIEMAKESPSRSIDGMQYPIVIKNTKGEEIRCQYVVTCAGLYSDRISELSGCTPDPRIVPFRGDYLLLKPEKCYLVKGNI.... Result: 1 (interaction).